From a dataset of Forward reaction prediction with 1.9M reactions from USPTO patents (1976-2016). Predict the product of the given reaction. (1) Given the reactants Br[C:2]1[CH:3]=[C:4]([CH:9]=[CH:10][C:11]=1[CH2:12][NH:13][C@@H:14]([C:17]1[CH:22]=[CH:21][C:20]([C:23]([F:26])([F:25])[F:24])=[CH:19][CH:18]=1)[CH2:15][OH:16])[C:5]([O:7][CH3:8])=[O:6].C([O-])([O-])=O.[K+].[K+], predict the reaction product. The product is: [F:24][C:23]([F:26])([F:25])[C:20]1[CH:21]=[CH:22][C:17]([C@@H:14]2[NH:13][CH2:12][C:11]3[CH:10]=[CH:9][C:4]([C:5]([O:7][CH3:8])=[O:6])=[CH:3][C:2]=3[O:16][CH2:15]2)=[CH:18][CH:19]=1. (2) Given the reactants [CH3:1][C:2]1[CH:17]=[CH:16][C:5]([O:6][C:7]2([C:13](O)=[O:14])[CH2:12][CH2:11][O:10][CH2:9][CH2:8]2)=[C:4]([N+:18]([O-])=O)[CH:3]=1, predict the reaction product. The product is: [CH3:1][C:2]1[CH:17]=[CH:16][C:5]2[O:6][C:7]3([CH2:12][CH2:11][O:10][CH2:9][CH2:8]3)[C:13](=[O:14])[NH:18][C:4]=2[CH:3]=1.